Dataset: NCI-60 drug combinations with 297,098 pairs across 59 cell lines. Task: Regression. Given two drug SMILES strings and cell line genomic features, predict the synergy score measuring deviation from expected non-interaction effect. Drug 1: CC12CCC(CC1=CCC3C2CCC4(C3CC=C4C5=CN=CC=C5)C)O. Drug 2: CC(C)NC(=O)C1=CC=C(C=C1)CNNC.Cl. Cell line: KM12. Synergy scores: CSS=21.5, Synergy_ZIP=-6.94, Synergy_Bliss=-2.72, Synergy_Loewe=-6.83, Synergy_HSA=-2.87.